The task is: Predict the product of the given reaction.. This data is from Forward reaction prediction with 1.9M reactions from USPTO patents (1976-2016). (1) Given the reactants [OH:1][C@@H:2]1[C@H:6]([OH:7])[C@@H:5]([CH2:8][OH:9])[O:4][C@H:3]1[N:10]1[CH:18]=[N:17][C:16]2[C:11]1=[N:12][C:13]([N:20]1[CH:24]=[C:23]([C:25]([NH:27][CH3:28])=[O:26])[CH:22]=[N:21]1)=[N:14][C:15]=2[NH2:19].[CH3:29]NC, predict the reaction product. The product is: [OH:1][C@@H:2]1[C@H:6]([OH:7])[C@@H:5]([CH2:8][OH:9])[O:4][C@H:3]1[N:10]1[CH:18]=[N:17][C:16]2[C:11]1=[N:12][C:13]([N:20]1[CH:24]=[C:23]([C:25]([N:27]([CH3:29])[CH3:28])=[O:26])[CH:22]=[N:21]1)=[N:14][C:15]=2[NH2:19]. (2) Given the reactants [Br:1][C:2]1[CH:3]=[C:4]([N+:16]([O-])=O)[C:5]([C:8]2[CH:9]=[N:10][C:11]([O:14][CH3:15])=[CH:12][CH:13]=2)=[N:6][CH:7]=1.O.O.[Sn](Cl)Cl, predict the reaction product. The product is: [Br:1][C:2]1[CH:3]=[C:4]([NH2:16])[C:5]([C:8]2[CH:9]=[N:10][C:11]([O:14][CH3:15])=[CH:12][CH:13]=2)=[N:6][CH:7]=1. (3) Given the reactants Cl[C:2]1[N:7]=[C:6]([C:8]2[CH:13]=[CH:12][CH:11]=[CH:10][CH:9]=2)[N:5]=[C:4]([NH:14][CH2:15][CH2:16][NH:17][C:18](=[O:20])[CH3:19])[C:3]=1[CH3:21], predict the reaction product. The product is: [NH2:14][CH2:15][CH2:16][NH:17][C:2]1[N:7]=[C:6]([C:8]2[CH:13]=[CH:12][CH:11]=[CH:10][CH:9]=2)[N:5]=[C:4]([NH:14][CH2:15][CH2:16][NH:17][C:18](=[O:20])[CH3:19])[C:3]=1[CH3:21]. (4) The product is: [ClH:35].[NH:25]1[CH2:26][CH2:27][CH:22]([C:21]2[C:16]([O:15][CH:13]3[CH2:12][N:11]([C:2]4[CH:3]=[CH:4][C:5]5[C:10](=[CH:9][CH:8]=[CH:7][CH:6]=5)[N:1]=4)[CH2:14]3)=[N:17][CH:18]=[N:19][CH:20]=2)[CH2:23][CH2:24]1. Given the reactants [N:1]1[C:10]2[C:5](=[CH:6][CH:7]=[CH:8][CH:9]=2)[CH:4]=[CH:3][C:2]=1[N:11]1[CH2:14][CH:13]([O:15][C:16]2[C:21]([CH:22]3[CH2:27][CH2:26][N:25](C(OC(C)(C)C)=O)[CH2:24][CH2:23]3)=[CH:20][N:19]=[CH:18][N:17]=2)[CH2:12]1.[ClH:35].CO, predict the reaction product. (5) Given the reactants [NH2:1][C:2]1[CH:9]=[CH:8][C:5]([CH2:6][OH:7])=[CH:4][CH:3]=1.[OH-].[Na+].[C:12](O[C:12]([O:14][C:15]([CH3:18])([CH3:17])[CH3:16])=[O:13])([O:14][C:15]([CH3:18])([CH3:17])[CH3:16])=[O:13], predict the reaction product. The product is: [OH:7][CH2:6][C:5]1[CH:8]=[CH:9][C:2]([NH:1][C:12](=[O:13])[O:14][C:15]([CH3:18])([CH3:17])[CH3:16])=[CH:3][CH:4]=1. (6) The product is: [Cl:12][C:10]1[CH:9]=[C:4]([C:5]([O:7][CH3:8])=[O:6])[C:3]2[CH:13]=[N:26][NH:1][C:2]=2[CH:11]=1. Given the reactants [NH2:1][C:2]1[C:3]([CH3:13])=[C:4]([CH:9]=[C:10]([Cl:12])[CH:11]=1)[C:5]([O:7][CH3:8])=[O:6].C([O-])(=O)C.[K+].C(OC(=O)C)(=O)C.[N:26](OC(C)(C)C)=O.C1OCCOCCOCCOCCOCCOC1, predict the reaction product. (7) Given the reactants Br[C:2]1[CH:7]=[CH:6][C:5]([F:8])=[CH:4][CH:3]=1.[F:9][C:10]1[CH:17]=[C:16]([F:18])[CH:15]=[CH:14][C:11]=1[CH:12]=[O:13].FC1C=CC(C(C2C=CC(C(F)(F)F)=CC=2)O)=CC=1, predict the reaction product. The product is: [F:9][C:10]1[CH:17]=[C:16]([F:18])[CH:15]=[CH:14][C:11]=1[CH:12]([C:2]1[CH:7]=[CH:6][C:5]([F:8])=[CH:4][CH:3]=1)[OH:13].